From a dataset of Reaction yield outcomes from USPTO patents with 853,638 reactions. Predict the reaction yield, written as a fraction of the theoretical maximum amount of product (1.0 means a 100% yield; for example, 0.34 means a 34% yield). (1) The reactants are [CH3:1][C:2]1[N:7]=[C:6]([CH2:8][NH:9][C:10]([C:12]2[CH:13]=[C:14]([CH:19]=[CH:20][CH:21]=2)[C:15]([O:17][CH3:18])=[O:16])=[O:11])[CH:5]=[CH:4][CH:3]=1.[H-].[Na+].[CH3:24]I. The catalyst is CN(C=O)C. The product is [CH3:24][N:9]([CH2:8][C:6]1[CH:5]=[CH:4][CH:3]=[C:2]([CH3:1])[N:7]=1)[C:10]([C:12]1[CH:13]=[C:14]([CH:19]=[CH:20][CH:21]=1)[C:15]([O:17][CH3:18])=[O:16])=[O:11]. The yield is 0.380. (2) The reactants are [F:1][C:2]([F:14])([CH3:13])[CH2:3][O:4][C:5]1[C:10]([C:11]#[N:12])=[CH:9][N:8]=[CH:7][N:6]=1. The catalyst is C1COCC1.[Ni]. The product is [F:14][C:2]([F:1])([CH3:13])[CH2:3][O:4][C:5]1[C:10]([CH2:11][NH2:12])=[CH:9][N:8]=[CH:7][N:6]=1. The yield is 0.300. (3) The reactants are Cl[C:2]1[C:7]2[C:8](=[O:22])[N:9]([CH2:11][C:12]3[CH:17]=[CH:16][C:15]([O:18][CH3:19])=[CH:14][C:13]=3[O:20][CH3:21])[CH2:10][C:6]=2[C:5]([F:23])=[C:4]([NH:24][C@@H:25]2[CH2:30][CH2:29][O:28][CH2:27][C@@H:26]2[NH:31][C:32](=[O:38])[O:33][C:34]([CH3:37])([CH3:36])[CH3:35])[N:3]=1.CC1(C)C(C)(C)OB([C:47]2[S:48][C:49]([CH3:52])=[CH:50][CH:51]=2)O1. The catalyst is O1CCOCC1.C([O-])([O-])=O.[Na+].[Na+].Cl[Pd](Cl)([P](C1C=CC=CC=1)(C1C=CC=CC=1)C1C=CC=CC=1)[P](C1C=CC=CC=1)(C1C=CC=CC=1)C1C=CC=CC=1. The product is [CH3:21][O:20][C:13]1[CH:14]=[C:15]([O:18][CH3:19])[CH:16]=[CH:17][C:12]=1[CH2:11][N:9]1[CH2:10][C:6]2[C:5]([F:23])=[C:4]([NH:24][C@@H:25]3[CH2:30][CH2:29][O:28][CH2:27][C@@H:26]3[NH:31][C:32](=[O:38])[O:33][C:34]([CH3:37])([CH3:36])[CH3:35])[N:3]=[C:2]([C:47]3[S:48][C:49]([CH3:52])=[CH:50][CH:51]=3)[C:7]=2[C:8]1=[O:22]. The yield is 0.550. (4) The reactants are [CH3:1][C:2]1[NH:3][CH:4]=[CH:5][C:6]=1[C:7]([O:9][CH2:10][CH3:11])=[O:8].[Br:12]N1C(=O)CCC1=O.O.C(OCC)C. The catalyst is O1CCCC1. The product is [Br:12][C:4]1[NH:3][C:2]([CH3:1])=[C:6]([C:7]([O:9][CH2:10][CH3:11])=[O:8])[CH:5]=1. The yield is 0.970.